This data is from Full USPTO retrosynthesis dataset with 1.9M reactions from patents (1976-2016). The task is: Predict the reactants needed to synthesize the given product. Given the product [ClH:19].[CH:15]1([C:12]2[N:11]=[C:10]([CH2:9][CH2:8][NH2:7])[O:14][N:13]=2)[CH2:17][CH2:16]1, predict the reactants needed to synthesize it. The reactants are: C(OC(=O)[NH:7][CH2:8][CH2:9][C:10]1[O:14][N:13]=[C:12]([CH:15]2[CH2:17][CH2:16]2)[N:11]=1)(C)(C)C.[ClH:19].